This data is from Catalyst prediction with 721,799 reactions and 888 catalyst types from USPTO. The task is: Predict which catalyst facilitates the given reaction. (1) Reactant: N([C:3]([CH3:9])([CH3:8])[C:4]([O:6]C)=[O:5])=N[C:3]([CH3:9])([CH3:8])[C:4]([O:6]C)=[O:5].CC(OC(=O)C(C)=C)(C)CC[O:21][C:22]([C:24]12[CH2:33][CH:28]3[CH2:29][CH:30]([CH2:32][CH:26]([CH2:27]3)[CH2:25]1)[CH2:31]2)=[O:23]. Product: [C:4]([OH:6])(=[O:5])[C:3]([CH3:9])=[CH2:8].[CH:3]([C:24]12[CH2:33][CH:28]3[CH2:29][CH:30]([CH2:32][CH:26]([CH2:27]3)[CH2:25]1)[CH2:31]2)([CH3:8])[CH3:4].[C:22]([O-:23])(=[O:21])[C:24]([CH3:31])=[CH2:25].[C:4]([OH:6])(=[O:5])[C:3]([CH3:9])=[CH2:8].[OH:5][C:24]12[CH2:33][CH:28]3[CH2:29][CH:30]([CH2:32][CH:26]([CH2:27]3)[CH2:25]1)[CH2:31]2. The catalyst class is: 12. (2) Reactant: [ClH:1].[C:2]12([C:12]3[N:13]=[C:14]4[N:18]([CH:19]=3)[C:17]([C:20]3[CH:25]=[C:24]([O:26]C)[CH:23]=[CH:22][C:21]=3[O:28]C)=[CH:16][S:15]4)[CH2:11][CH:6]3[CH2:7][CH:8]([CH2:10][CH:4]([CH2:5]3)[CH2:3]1)[CH2:9]2.B(Br)(Br)Br. Product: [ClH:1].[C:2]12([C:12]3[N:13]=[C:14]4[N:18]([CH:19]=3)[C:17]([C:20]3[CH:25]=[C:24]([OH:26])[CH:23]=[CH:22][C:21]=3[OH:28])=[CH:16][S:15]4)[CH2:11][CH:6]3[CH2:5][CH:4]([CH2:10][CH:8]([CH2:7]3)[CH2:9]1)[CH2:3]2. The catalyst class is: 4. (3) Reactant: [Si:1]([O:8][C@@H:9]1[C@@:26]2([CH3:27])[C:13](=[CH:14][CH:15]=[C:16]3[C@@H:25]2[CH2:24][CH2:23][C@@:21]2([CH3:22])[C@H:17]3[CH2:18][CH:19]=[C:20]2[CH2:28][OH:29])[CH2:12][C@@H:11]([O:30][Si:31]([C:34]([CH3:37])([CH3:36])[CH3:35])([CH3:33])[CH3:32])[CH2:10]1)([C:4]([CH3:7])([CH3:6])[CH3:5])([CH3:3])[CH3:2].[CH3:38][N:39]([CH3:44])[C:40](=[O:43])[CH:41]=[CH2:42].[H-].[Na+]. Product: [Si:1]([O:8][C@@H:9]1[C@@:26]2([CH3:27])[C:13](=[CH:14][CH:15]=[C:16]3[C@@H:25]2[CH2:24][CH2:23][C@@:21]2([CH3:22])[C@H:17]3[CH2:18][CH:19]=[C:20]2[CH2:28][O:29][CH2:42][CH2:41][C:40]([N:39]([CH3:44])[CH3:38])=[O:43])[CH2:12][C@@H:11]([O:30][Si:31]([C:34]([CH3:37])([CH3:36])[CH3:35])([CH3:32])[CH3:33])[CH2:10]1)([C:4]([CH3:7])([CH3:6])[CH3:5])([CH3:3])[CH3:2]. The catalyst class is: 7. (4) Reactant: [CH2:1]([O:8][C:9]1[CH:10]=[C:11]([NH:15][CH:16]=[C:17]2[C:22](=[O:23])OC(C)(C)OC2=O)[CH:12]=[CH:13][CH:14]=1)[C:2]1[CH:7]=[CH:6][CH:5]=[CH:4][CH:3]=1. Product: [CH2:1]([O:8][C:9]1[CH:10]=[C:11]2[C:12]([C:22]([OH:23])=[CH:17][CH:16]=[N:15]2)=[CH:13][CH:14]=1)[C:2]1[CH:3]=[CH:4][CH:5]=[CH:6][CH:7]=1. The catalyst class is: 262. (5) Reactant: [Cl:1][C:2]1[CH:3]=[C:4]([NH2:9])[CH:5]=[CH:6][C:7]=1[F:8].[CH:10]1([NH:15][C:16]2[C:25]3[C:20](=[CH:21][N:22]=[C:23](F)[CH:24]=3)[N:19]=[CH:18][C:17]=2[C:27]#[N:28])[CH2:14][CH2:13][CH2:12][CH2:11]1.C(=O)([O-])[O-].[Cs+].[Cs+]. Product: [Cl:1][C:2]1[CH:3]=[C:4]([NH:9][C:23]2[CH:24]=[C:25]3[C:20](=[CH:21][N:22]=2)[N:19]=[CH:18][C:17]([C:27]#[N:28])=[C:16]3[NH:15][CH:10]2[CH2:11][CH2:12][CH2:13][CH2:14]2)[CH:5]=[CH:6][C:7]=1[F:8]. The catalyst class is: 3. (6) Reactant: [CH2:1]([S:3][C:4]1[N:5]([C:14]2[CH:19]=[CH:18][C:17]([O:20][CH2:21][C:22]([F:28])([F:27])[C:23]([F:26])([F:25])[F:24])=[CH:16][CH:15]=2)[C:6](=[O:13])[C:7]2[CH:12]=[CH:11][NH:10][C:8]=2[N:9]=1)[CH3:2].C(O)(=[O:31])C.C(O)(=O)C.I(C1C=CC=CC=1)=O. The catalyst class is: 15. Product: [CH2:1]([S:3][C:4]1[N:5]([C:14]2[CH:15]=[CH:16][C:17]([O:20][CH2:21][C:22]([F:27])([F:28])[C:23]([F:24])([F:25])[F:26])=[CH:18][CH:19]=2)[C:6](=[O:13])[C:7]2[CH2:12][C:11](=[O:31])[NH:10][C:8]=2[N:9]=1)[CH3:2]. (7) Reactant: [C:1]([O:5][C:6]([NH:8][C@H:9]1[CH2:18][CH2:17][C:16]2[C:11](=[CH:12][C:13]([O:19][CH2:20][C:21]([OH:23])=O)=[CH:14][CH:15]=2)[CH2:10]1)=[O:7])([CH3:4])([CH3:3])[CH3:2].O[N:25]1[C:29](=O)[CH2:28][CH2:27][C:26]1=O.C1(N=C=NC2CCCCC2)CCCCC1.C(N)CCC. Product: [C:1]([O:5][C:6]([NH:8][C@H:9]1[CH2:18][CH2:17][C:16]2[C:11](=[CH:12][C:13]([O:19][CH2:20][C:21]([NH:25][CH2:26][CH2:27][CH2:28][CH3:29])=[O:23])=[CH:14][CH:15]=2)[CH2:10]1)=[O:7])([CH3:3])([CH3:4])[CH3:2]. The catalyst class is: 753.